From a dataset of Catalyst prediction with 721,799 reactions and 888 catalyst types from USPTO. Predict which catalyst facilitates the given reaction. Reactant: [CH2:1]([C:3]1[CH:8]=[CH:7][CH:6]=[C:5]([CH2:9][CH3:10])[C:4]=1[NH:11][C:12]([C:14]1[C:18]2[CH2:19][CH2:20][C:21]3[CH:22]=[N:23][C:24]([NH:27][C:28]4[CH:33]=[CH:32][C:31]([CH:34]=O)=[CH:30][C:29]=4[O:36][CH3:37])=[N:25][C:26]=3[C:17]=2[N:16]([CH3:38])[N:15]=1)=[O:13])[CH3:2].[CH3:39][N:40]1[CH2:45][CH2:44][NH:43][CH2:42][CH2:41]1.[BH-](OC(C)=O)(OC(C)=O)OC(C)=O.[Na+].CC(O)=O. Product: [CH2:1]([C:3]1[CH:8]=[CH:7][CH:6]=[C:5]([CH2:9][CH3:10])[C:4]=1[NH:11][C:12]([C:14]1[C:18]2[CH2:19][CH2:20][C:21]3[CH:22]=[N:23][C:24]([NH:27][C:28]4[CH:33]=[CH:32][C:31]([CH2:34][N:43]5[CH2:44][CH2:45][N:40]([CH3:39])[CH2:41][CH2:42]5)=[CH:30][C:29]=4[O:36][CH3:37])=[N:25][C:26]=3[C:17]=2[N:16]([CH3:38])[N:15]=1)=[O:13])[CH3:2]. The catalyst class is: 2.